From a dataset of Catalyst prediction with 721,799 reactions and 888 catalyst types from USPTO. Predict which catalyst facilitates the given reaction. (1) Reactant: [CH2:1]([CH2:5][C:6](=O)[CH3:7])[C:2]([CH3:4])=O.[NH2:9][C:10]1[CH:15]=[CH:14][CH:13]=[CH:12][C:11]=1[CH2:16][C:17]#[N:18].C1(C)C=CC(S(O)(=O)=O)=CC=1. Product: [CH3:4][C:2]1[N:9]([C:10]2[CH:15]=[CH:14][CH:13]=[CH:12][C:11]=2[CH2:16][C:17]#[N:18])[C:6]([CH3:7])=[CH:5][CH:1]=1. The catalyst class is: 626. (2) Reactant: [OH:1][CH2:2][C@:3]12[CH2:29][CH2:28][C@@H:27]([C:30]([CH3:32])=[CH2:31])[C@@H:4]1[C@@H:5]1[C@@:18]([CH3:21])([CH2:19][CH2:20]2)[C@@:17]2([CH3:22])[C@@H:8]([C@:9]3([CH3:26])[C@@H:14]([CH2:15][CH2:16]2)[C:13]([CH3:24])([CH3:23])[C@@H:12]([OH:25])[CH2:11][CH2:10]3)[CH2:7][CH2:6]1.[C:33](O[C:33](=[O:40])[C:34]1[CH:39]=[CH:38][CH:37]=[CH:36][CH:35]=1)(=[O:40])[C:34]1[CH:39]=[CH:38][CH:37]=[CH:36][CH:35]=1. Product: [C:33]([O:1][CH2:2][C@:3]12[CH2:29][CH2:28][C@@H:27]([C:30]([CH3:32])=[CH2:31])[C@@H:4]1[C@@H:5]1[C@@:18]([CH3:21])([CH2:19][CH2:20]2)[C@@:17]2([CH3:22])[C@@H:8]([C@:9]3([CH3:26])[C@@H:14]([CH2:15][CH2:16]2)[C:13]([CH3:24])([CH3:23])[C@@H:12]([OH:25])[CH2:11][CH2:10]3)[CH2:7][CH2:6]1)(=[O:40])[C:34]1[CH:39]=[CH:38][CH:37]=[CH:36][CH:35]=1. The catalyst class is: 377. (3) Reactant: [Si:1]([O:8][CH:9]1[CH2:13][CH2:12][CH:11]([OH:14])[CH2:10]1)([C:4]([CH3:7])([CH3:6])[CH3:5])([CH3:3])[CH3:2].C(N(CC)CC)C.[CH3:22][S:23](Cl)(=[O:25])=[O:24]. Product: [Si:1]([O:8][CH:9]1[CH2:13][CH2:12][CH:11]([O:14][S:23]([CH3:22])(=[O:25])=[O:24])[CH2:10]1)([C:4]([CH3:7])([CH3:6])[CH3:5])([CH3:3])[CH3:2]. The catalyst class is: 64. (4) Reactant: C(N(CC)CC)C.[CH2:8]([N:22]=[C:23]=[O:24])[CH2:9][CH2:10][CH2:11][CH2:12][CH2:13][CH2:14][CH2:15][CH2:16][CH2:17][CH2:18][CH2:19][CH2:20][CH3:21].[OH:25][C:26]1[CH:31]=[CH:30][CH:29]=[CH:28][C:27]=1[CH2:32][CH2:33][C:34]([N:36]1[CH2:41][CH2:40][N:39]([CH3:42])[CH2:38][CH2:37]1)=[O:35]. Product: [CH2:8]([NH:22][C:23](=[O:24])[O:25][C:26]1[CH:31]=[CH:30][CH:29]=[CH:28][C:27]=1[CH2:32][CH2:33][C:34]([N:36]1[CH2:41][CH2:40][N:39]([CH3:42])[CH2:38][CH2:37]1)=[O:35])[CH2:9][CH2:10][CH2:11][CH2:12][CH2:13][CH2:14][CH2:15][CH2:16][CH2:17][CH2:18][CH2:19][CH2:20][CH3:21]. The catalyst class is: 366. (5) Reactant: [N:1]1([C:9]([O:11][CH2:12][C:13]2[CH:18]=[CH:17][CH:16]=[CH:15][CH:14]=2)=[O:10])[CH2:8][CH2:7][CH2:6][C@@H:2]1[C:3]([OH:5])=O.[NH2:19][C@H:20]([C:24]([N:26]([CH3:55])[C@H:27]([C:31]([N:33]1[CH2:54][CH2:53][CH2:52][C@H:34]1[C:35]([N:37]1[CH2:51][CH2:50][CH2:49][C@H:38]1[C:39]([NH:41][CH2:42][C:43]1[CH:48]=[CH:47][CH:46]=[CH:45][CH:44]=1)=[O:40])=[O:36])=[O:32])[CH:28]([CH3:30])[CH3:29])=[O:25])[CH:21]([CH3:23])[CH3:22].Cl.C(N(CC)CC)C. Product: [N:1]1([C:9]([O:11][CH2:12][C:13]2[CH:18]=[CH:17][CH:16]=[CH:15][CH:14]=2)=[O:10])[CH2:8][CH2:7][CH2:6][C@@H:2]1[C:3]([NH:19][C@H:20]([C:24]([N:26]([CH3:55])[C@H:27]([C:31]([N:33]1[CH2:54][CH2:53][CH2:52][C@H:34]1[C:35]([N:37]1[CH2:51][CH2:50][CH2:49][C@H:38]1[C:39]([NH:41][CH2:42][C:43]1[CH:44]=[CH:45][CH:46]=[CH:47][CH:48]=1)=[O:40])=[O:36])=[O:32])[CH:28]([CH3:30])[CH3:29])=[O:25])[CH:21]([CH3:23])[CH3:22])=[O:5]. The catalyst class is: 3. (6) Reactant: [CH3:1][C:2]1([CH3:12])[C:10]2[C:5](=[CH:6][CH:7]=[CH:8][CH:9]=2)[NH:4][C:3]1=[O:11].CI.[CH2:15]1OCCOCCOCCOCCOCC[O:17][CH2:16]1.CC(C)([O-])C.[K+].[NH4+].[Cl-]. Product: [C:16]([N:4]1[C:5]2[C:10](=[CH:9][CH:8]=[CH:7][CH:6]=2)[C:2]([CH3:12])([CH3:1])[C:3]1=[O:11])(=[O:17])[CH3:15].[CH3:1][C:2]1([CH3:12])[C:10]2[C:5](=[CH:6][CH:7]=[CH:8][CH:9]=2)[NH:4][C:3]1=[O:11]. The catalyst class is: 1.